From a dataset of Reaction yield outcomes from USPTO patents with 853,638 reactions. Predict the reaction yield, written as a fraction of the theoretical maximum amount of product (1.0 means a 100% yield; for example, 0.34 means a 34% yield). (1) The reactants are [CH2:1]1[C:10]2[C:5](=[CH:6][CH:7]=[CH:8][CH:9]=2)[CH2:4][CH2:3][NH:2]1.C([O-])([O-])=O.[K+].[K+].Br[CH2:18][CH:19]1[CH2:21][O:20]1. The catalyst is CC#N. The product is [O:20]1[CH2:21][CH:19]1[CH2:18][N:2]1[CH2:3][CH2:4][C:5]2[C:10](=[CH:9][CH:8]=[CH:7][CH:6]=2)[CH2:1]1. The yield is 0.780. (2) The reactants are FC(F)(F)S(O[C:7]1[C:8]([CH3:48])([CH3:47])[C@H:9]2[C@:22]([CH3:25])([CH2:23][CH:24]=1)[C@@H:21]1[C@:12]([CH3:46])([C@@:13]3([CH3:45])[C@H:18]([CH2:19][CH2:20]1)[C@H:17]1[C@H:26]([C:29]([CH3:31])=[CH2:30])[CH2:27][CH2:28][C@:16]1([NH:32][CH2:33][CH2:34][N:35]1[CH2:40][CH2:39][CH:38]([S:41]([CH3:44])(=[O:43])=[O:42])[CH2:37][CH2:36]1)[CH2:15][CH2:14]3)[CH2:11][CH2:10]2)(=O)=O.[F:51][CH2:52][C@@:53]1([C:68]([O:70][CH2:71][C:72]2[CH:77]=[CH:76][CH:75]=[CH:74][CH:73]=2)=[O:69])[CH2:58][CH2:57][C:56](B2OC(C)(C)C(C)(C)O2)=[CH:55][CH2:54]1. The catalyst is CC(C1C=C(C(C)C)C(C2C=CC=C(P(C3CCCCC3)C3CCCCC3)C=2)=C(C(C)C)C=1)C.C1C=[C-]C(C2C(N)=CC=CC=2)=CC=1.Cl[Pd+]. The product is [F:51][CH2:52][C@@:53]1([C:68]([O:70][CH2:71][C:72]2[CH:73]=[CH:74][CH:75]=[CH:76][CH:77]=2)=[O:69])[CH2:58][CH2:57][C:56]([C:7]2[C:8]([CH3:47])([CH3:48])[C@H:9]3[C@:22]([CH3:25])([CH2:23][CH:24]=2)[C@@H:21]2[C@:12]([CH3:46])([C@@:13]4([CH3:45])[C@H:18]([CH2:19][CH2:20]2)[C@H:17]2[C@H:26]([C:29]([CH3:31])=[CH2:30])[CH2:27][CH2:28][C@:16]2([NH:32][CH2:33][CH2:34][N:35]2[CH2:40][CH2:39][CH:38]([S:41]([CH3:44])(=[O:43])=[O:42])[CH2:37][CH2:36]2)[CH2:15][CH2:14]4)[CH2:11][CH2:10]3)=[CH:55][CH2:54]1. The yield is 0.705. (3) The yield is 0.920. The catalyst is C(O)C. The product is [C:1]([C:3]1[CH:4]=[CH:5][C:6]2[O:10][C:9]([CH:11]([NH:18][C:19]3[CH:20]=[CH:21][C:22]([C:25]([NH:27][CH2:28][CH2:29][C:30]([OH:32])=[O:31])=[O:26])=[CH:23][CH:24]=3)[CH:12]3[CH2:17][CH2:16][CH2:15][CH2:14][CH2:13]3)=[C:8]([CH3:35])[C:7]=2[CH:36]=1)#[N:2]. The reactants are [C:1]([C:3]1[CH:4]=[CH:5][C:6]2[O:10][C:9]([CH:11]([NH:18][C:19]3[CH:24]=[CH:23][C:22]([C:25]([NH:27][CH2:28][CH2:29][C:30]([O:32]CC)=[O:31])=[O:26])=[CH:21][CH:20]=3)[CH:12]3[CH2:17][CH2:16][CH2:15][CH2:14][CH2:13]3)=[C:8]([CH3:35])[C:7]=2[CH:36]=1)#[N:2].O1CCCC1.[OH-].[Li+]. (4) The reactants are [Br:1][C:2]1[CH:7]=[CH:6][C:5]([CH2:8]Br)=[C:4]([CH2:10][CH3:11])[CH:3]=1.C(N(CC)CC)C.[NH:19]1[CH2:24][CH2:23][O:22][CH2:21][CH2:20]1. The catalyst is CC#N. The product is [Br:1][C:2]1[CH:7]=[CH:6][C:5]([CH2:8][N:19]2[CH2:24][CH2:23][O:22][CH2:21][CH2:20]2)=[C:4]([CH2:10][CH3:11])[CH:3]=1. The yield is 0.970. (5) The reactants are [Cl:1][C:2]1[CH:7]=[C:6]([Cl:8])[CH:5]=[CH:4][C:3]=1[C@H:9]1[C@H:14]([N+:15]([O-])=O)[CH2:13][C:12]([CH2:18][N:19]2[CH2:24][CH2:23][CH:22]([C:25]([O:27][CH2:28][CH3:29])=[O:26])[CH2:21][CH2:20]2)=[CH:11][CH2:10]1. The catalyst is [Zn].CO.C(O)(=O)C. The product is [NH2:15][C@@H:14]1[CH2:13][C:12]([CH2:18][N:19]2[CH2:24][CH2:23][CH:22]([C:25]([O:27][CH2:28][CH3:29])=[O:26])[CH2:21][CH2:20]2)=[CH:11][CH2:10][C@H:9]1[C:3]1[CH:4]=[CH:5][C:6]([Cl:8])=[CH:7][C:2]=1[Cl:1]. The yield is 0.890. (6) The reactants are Br[C:2]1[CH:3]=[CH:4][C:5]2[O:9][C:8]([CH:10]([NH:17][C:18]3[CH:23]=[CH:22][C:21]([C:24]([N:26]([CH3:34])[CH2:27][CH2:28][C:29]([O:31][CH2:32][CH3:33])=[O:30])=[O:25])=[CH:20][CH:19]=3)[CH:11]3[CH2:16][CH2:15][CH2:14][CH2:13][CH2:12]3)=[C:7]([CH3:35])[C:6]=2[CH:36]=1.[CH3:37][C:38]1[C:42](B(O)O)=[C:41]([CH3:46])[O:40][N:39]=1.C(=O)([O-])[O-].[Na+].[Na+].C1(P(C2CCCCC2)C2C=CC=CC=2C2C(OC)=CC=CC=2OC)CCCCC1. The catalyst is C1(C)C=CC=CC=1.C1C=CC(/C=C/C(/C=C/C2C=CC=CC=2)=O)=CC=1.C1C=CC(/C=C/C(/C=C/C2C=CC=CC=2)=O)=CC=1.C1C=CC(/C=C/C(/C=C/C2C=CC=CC=2)=O)=CC=1.[Pd].[Pd]. The product is [CH:11]1([CH:10]([NH:17][C:18]2[CH:23]=[CH:22][C:21]([C:24]([N:26]([CH3:34])[CH2:27][CH2:28][C:29]([O:31][CH2:32][CH3:33])=[O:30])=[O:25])=[CH:20][CH:19]=2)[C:8]2[O:9][C:5]3[CH:4]=[CH:3][C:2]([C:42]4[C:38]([CH3:37])=[N:39][O:40][C:41]=4[CH3:46])=[CH:36][C:6]=3[C:7]=2[CH3:35])[CH2:16][CH2:15][CH2:14][CH2:13][CH2:12]1. The yield is 0.230.